From a dataset of Full USPTO retrosynthesis dataset with 1.9M reactions from patents (1976-2016). Predict the reactants needed to synthesize the given product. (1) Given the product [C:25]([N:24]([C:9]([O:11][C:12]([CH3:13])([CH3:14])[CH3:15])=[O:10])[N:23]([C:20]1[CH:19]=[CH:18][C:17]([Br:16])=[CH:22][N:21]=1)[C:9]([O:11][C:12]([CH3:15])([CH3:14])[CH3:13])=[O:10])(=[O:27])[CH3:26], predict the reactants needed to synthesize it. The reactants are: [CH3:13][C:12]([O:11][C:9](O[C:9]([O:11][C:12]([CH3:15])([CH3:14])[CH3:13])=[O:10])=[O:10])([CH3:15])[CH3:14].[Br:16][C:17]1[CH:18]=[CH:19][C:20]([NH:23][NH:24][C:25](=[O:27])[CH3:26])=[N:21][CH:22]=1. (2) Given the product [CH:20]1([CH2:19][O:18][C:3]2[C:2]([C:28]3[CH:29]=[CH:30][C:25]([C:24]([F:35])([F:34])[F:23])=[CH:26][CH:27]=3)=[CH:17][C:6]([C:7]([NH:9][C@@H:10]3[CH2:15][CH2:14][CH2:13][CH2:12][C@H:11]3[OH:16])=[O:8])=[CH:5][N:4]=2)[CH2:22][CH2:21]1, predict the reactants needed to synthesize it. The reactants are: Br[C:2]1[C:3]([O:18][CH2:19][CH:20]2[CH2:22][CH2:21]2)=[N:4][CH:5]=[C:6]([CH:17]=1)[C:7]([NH:9][C@@H:10]1[CH2:15][CH2:14][CH2:13][CH2:12][C@H:11]1[OH:16])=[O:8].[F:23][C:24]([F:35])([F:34])[C:25]1[CH:30]=[CH:29][C:28](B(O)O)=[CH:27][CH:26]=1. (3) The reactants are: [CH3:1][O:2][C:3]1[CH:4]=[C:5]([N:26]2[CH2:31][CH2:30][N:29](C(OC(C)(C)C)=O)[CH2:28][CH2:27]2)[CH:6]=[CH:7][C:8]=1[NH:9][C:10]([C:12]1[C:16]2[C:17](=[O:25])[CH2:18][C:19]([CH2:22][O:23][CH3:24])([CH3:21])[CH2:20][C:15]=2[O:14][CH:13]=1)=[O:11]. Given the product [CH3:24][O:23][CH2:22][C:19]1([CH3:21])[CH2:18][C:17](=[O:25])[C:16]2[C:12]([C:10]([NH:9][C:8]3[CH:7]=[CH:6][C:5]([N:26]4[CH2:31][CH2:30][NH:29][CH2:28][CH2:27]4)=[CH:4][C:3]=3[O:2][CH3:1])=[O:11])=[CH:13][O:14][C:15]=2[CH2:20]1, predict the reactants needed to synthesize it.